From a dataset of Catalyst prediction with 721,799 reactions and 888 catalyst types from USPTO. Predict which catalyst facilitates the given reaction. (1) Reactant: [CH3:1][N:2]1[CH:6]=[C:5]([C:7]2[CH:8]=[CH:9][C:10]3[N:11]([C:13]([CH2:16][C:17]4[CH:18]=[CH:19][C:20]5[N:21]([C:23]([C:26](=[O:28])[CH3:27])=[CH:24][N:25]=5)[CH:22]=4)=[CH:14][N:15]=3)[N:12]=2)[CH:4]=[N:3]1.O.[BH4-].[Na+].O1CCOCC1. Product: [CH3:1][N:2]1[CH:6]=[C:5]([C:7]2[CH:8]=[CH:9][C:10]3[N:11]([C:13]([CH2:16][C:17]4[CH:18]=[CH:19][C:20]5[N:21]([C:23]([CH:26]([OH:28])[CH3:27])=[CH:24][N:25]=5)[CH:22]=4)=[CH:14][N:15]=3)[N:12]=2)[CH:4]=[N:3]1. The catalyst class is: 5. (2) Product: [OH:9][CH2:8][C:2]1([NH:1][C:26](=[O:27])[CH2:25][C:22]2[CH:23]=[CH:24][C:19]([O:18][CH3:17])=[CH:20][CH:21]=2)[CH2:7][CH2:6][CH2:5][CH2:4][CH2:3]1. The catalyst class is: 2. Reactant: [NH2:1][C:2]1([CH2:8][OH:9])[CH2:7][CH2:6][CH2:5][CH2:4][CH2:3]1.CCN(CC)CC.[CH3:17][O:18][C:19]1[CH:24]=[CH:23][C:22]([CH2:25][C:26](Cl)=[O:27])=[CH:21][CH:20]=1. (3) The catalyst class is: 12. Product: [Cl:37][C:32]1[C:31]([CH3:38])=[N:30][C:29]2[N:34]([N:35]=[C:27]3[CH2:26][N:25]([C:23]([C:18]4[CH:19]=[CH:20][CH:21]=[CH:22][C:17]=4[O:16][CH2:15][CH:11]4[O:12][CH2:13][CH2:14][NH:9][CH2:10]4)=[O:24])[CH2:39][C:28]3=2)[C:33]=1[CH3:36]. Reactant: Cl.C(OC([N:9]1[CH2:14][CH2:13][O:12][CH:11]([CH2:15][O:16][C:17]2[CH:22]=[CH:21][CH:20]=[CH:19][C:18]=2[C:23]([N:25]2[CH2:39][C:28]3=[C:29]4[N:34]([N:35]=[C:27]3[CH2:26]2)[C:33]([CH3:36])=[C:32]([Cl:37])[C:31]([CH3:38])=[N:30]4)=[O:24])[CH2:10]1)=O)(C)(C)C.O. (4) Reactant: [NH2:1][C:2]1[N:10]=[C:9]([C:11]([NH:13][CH2:14][CH:15]2[CH2:17][CH2:16]2)=[O:12])[N:8]=[C:7]2[C:3]=1[NH:4][C:5](=[O:25])[N:6]2[CH2:18][C:19]1[CH:24]=[CH:23][CH:22]=[CH:21][CH:20]=1.C(N(CC)CC)C.Cl[C:34]([O:36]CC)=[O:35].O. Product: [CH2:11]([O:12][C:34](=[O:35])[OH:36])[CH3:9].[NH2:1][C:2]1[N:10]=[C:9]([C:11]([NH:13][CH2:14][CH:15]2[CH2:17][CH2:16]2)=[O:12])[N:8]=[C:7]2[C:3]=1[NH:4][C:5](=[O:25])[N:6]2[CH2:18][C:19]1[CH:20]=[CH:21][CH:22]=[CH:23][CH:24]=1. The catalyst class is: 2. (5) Reactant: [NH2:1][C:2]1[CH:7]=[CH:6][CH:5]=[CH:4][C:3]=1[C:8]1[CH:9]=[N:10][C:11]2[N:12]([N:14]=[C:15]([C:19]3[CH:24]=[CH:23][C:22]([O:25][C:26]4[CH:31]=[CH:30][CH:29]=[CH:28][CH:27]=4)=[CH:21][CH:20]=3)[C:16]=2[C:17]#[N:18])[CH:13]=1.[BH4-].[Na+].O. Product: [NH2:1][C:2]1[CH:7]=[CH:6][CH:5]=[CH:4][C:3]=1[C:8]1[CH2:9][NH:10][C:11]2[N:12]([N:14]=[C:15]([C:19]3[CH:24]=[CH:23][C:22]([O:25][C:26]4[CH:31]=[CH:30][CH:29]=[CH:28][CH:27]=4)=[CH:21][CH:20]=3)[C:16]=2[C:17]#[N:18])[CH:13]=1. The catalyst class is: 5. (6) Reactant: [Cl:1][C:2]1[CH:7]=[C:6]([O:8][C:9]2[C:10]3[N:17]([CH3:18])[CH:16]=[CH:15][C:11]=3[N:12]=[CH:13][N:14]=2)[CH:5]=[CH:4][C:3]=1[NH:19][C:20]([NH:22][CH:23]1[CH2:28][CH2:27][CH2:26][N:25]([C:29](OC(C)(C)C)=O)[CH2:24]1)=[O:21].C(O)=O.[OH-].[Na+]. Product: [Cl:1][C:2]1[CH:7]=[C:6]([O:8][C:9]2[C:10]3[N:17]([CH3:18])[CH:16]=[CH:15][C:11]=3[N:12]=[CH:13][N:14]=2)[CH:5]=[CH:4][C:3]=1[NH:19][C:20]([NH:22][CH:23]1[CH2:28][CH2:27][CH2:26][N:25]([CH3:29])[CH2:24]1)=[O:21]. The catalyst class is: 15. (7) Product: [CH3:24][O:23][C:21]1[CH:20]=[CH:19][C:18]2=[C:17]([CH:22]=1)[NH:16][C:14](=[O:15])[C@@H:13]([CH3:38])[NH:12][C:10](=[O:11])[CH2:9][NH:8][C:30](=[O:31])[CH2:29][CH2:28][CH2:27][CH:26]=[CH:25]2. Reactant: C(OC([NH:8][CH2:9][C:10]([NH:12][C@H:13]([CH3:38])[C:14]([NH:16][C:17]1[CH:22]=[C:21]([O:23][CH3:24])[CH:20]=[CH:19][C:18]=1/[CH:25]=[CH:26]/[CH2:27][CH2:28][CH2:29][C:30](OCC(Cl)(Cl)Cl)=[O:31])=[O:15])=[O:11])=O)(C)(C)C.FC(F)(F)C(O)=O. The catalyst class is: 2. (8) Reactant: [Br:1][C:2]1[C:3]([C:8]([N:10]([O:12][CH3:13])C)=[O:9])=[N:4][CH:5]=[CH:6][CH:7]=1.[H-].C([Al+]CC(C)C)C(C)C. Product: [Br:1][C:2]1[C:3]([CH:8]=[O:9])=[N:4][CH:5]=[CH:6][CH:7]=1.[CH3:8][NH:10][O:12][CH3:13]. The catalyst class is: 1.